Dataset: Reaction yield outcomes from USPTO patents with 853,638 reactions. Task: Predict the reaction yield, written as a fraction of the theoretical maximum amount of product (1.0 means a 100% yield; for example, 0.34 means a 34% yield). (1) The reactants are [CH:1]1[C:10]2[C:5](=[CH:6][CH:7]=[CH:8][CH:9]=2)[CH:4]=[CH:3][C:2]=1[Mg]Br.[N:13]12[CH2:20][CH2:19][C:16]([C:21]([O:23]CC)=O)([CH2:17][CH2:18]1)[CH2:15][CH2:14]2. The catalyst is C1COCC1. The product is [N:13]12[CH2:14][CH2:15][C:16]([C:21]([C:3]3[CH:2]=[CH:1][C:10]4[C:5](=[CH:6][CH:7]=[CH:8][CH:9]=4)[CH:4]=3)([C:2]3[CH:3]=[CH:4][C:5]4[C:10](=[CH:9][CH:8]=[CH:7][CH:6]=4)[CH:1]=3)[OH:23])([CH2:17][CH2:18]1)[CH2:19][CH2:20]2. The yield is 0.773. (2) The reactants are [OH:1][C@H:2]([C:23]1[CH:28]=[CH:27][CH:26]=[CH:25][CH:24]=1)[CH2:3][CH2:4][N:5]1[CH2:10][CH2:9][CH:8]([C:11]2[CH:12]=[C:13]([NH:17][C:18](=[O:22])[CH:19]([CH3:21])[CH3:20])[CH:14]=[CH:15][CH:16]=2)[CH2:7][CH2:6]1.[F:29][C:30]1[CH:35]=[CH:34][C:33]([C:36]([F:39])([F:38])[F:37])=[CH:32][C:31]=1O.C1(P(C2C=CC=CC=2)C2C=CC=CC=2)C=CC=CC=1.N(C(OCC)=O)=NC(OCC)=O.N. The catalyst is C1COCC1.C(Cl)(Cl)Cl. The product is [F:29][C:30]1[CH:31]=[CH:32][C:33]([C:36]([F:37])([F:38])[F:39])=[CH:34][C:35]=1[O:1][C@@H:2]([C:23]1[CH:24]=[CH:25][CH:26]=[CH:27][CH:28]=1)[CH2:3][CH2:4][N:5]1[CH2:10][CH2:9][CH:8]([C:11]2[CH:12]=[C:13]([NH:17][C:18](=[O:22])[CH:19]([CH3:21])[CH3:20])[CH:14]=[CH:15][CH:16]=2)[CH2:7][CH2:6]1. The yield is 0.337. (3) The reactants are [OH-].[K+].[CH2:3]([O:5][C:6](=[O:17])[CH2:7][CH:8]([CH2:13][N+]([O-])=O)[C:9]([F:12])([F:11])[F:10])[CH3:4].S([O-])([O-])(=O)=[O:19].[Mg+2].[Mn]([O-])(=O)(=O)=O.[K+]. The catalyst is O1CCCC1.O. The product is [CH2:3]([O:5][C:6](=[O:17])[CH2:7][CH:8]([CH:13]=[O:19])[C:9]([F:12])([F:11])[F:10])[CH3:4]. The yield is 0.230. (4) The reactants are Cl[C:2]1[N:11]=[CH:10][C:9]2[C:4](=[C:5]([C:12]3[CH:13]=[C:14]([NH:18][C:19](=[O:22])[CH:20]=[CH2:21])[CH:15]=[CH:16][CH:17]=3)[CH:6]=[CH:7][CH:8]=2)[N:3]=1.[NH2:23][C:24]1[CH:38]=[CH:37][C:27]([O:28][C@H:29]2[CH2:33][CH2:32][N:31]([C:34](=[O:36])[CH3:35])[CH2:30]2)=[CH:26][CH:25]=1.C(O)(C(F)(F)F)=O. The catalyst is CCCCO. The product is [C:34]([N:31]1[CH2:32][CH2:33][C@H:29]([O:28][C:27]2[CH:37]=[CH:38][C:24]([NH:23][C:2]3[N:11]=[CH:10][C:9]4[C:4](=[C:5]([C:12]5[CH:13]=[C:14]([NH:18][C:19](=[O:22])[CH:20]=[CH2:21])[CH:15]=[CH:16][CH:17]=5)[CH:6]=[CH:7][CH:8]=4)[N:3]=3)=[CH:25][CH:26]=2)[CH2:30]1)(=[O:36])[CH3:35]. The yield is 0.147. (5) The reactants are [F:1][C:2]1[CH:3]=[C:4]([CH:7]=[C:8]([OH:11])[C:9]=1[OH:10])[CH:5]=[O:6].[C:12]([O-])([O-])=O.[Cs+].[Cs+].O. The catalyst is CN(C=O)C. The product is [F:1][C:2]1[C:9]2[O:10][CH2:12][O:11][C:8]=2[CH:7]=[C:4]([CH:5]=[O:6])[CH:3]=1. The yield is 0.490.